From a dataset of Forward reaction prediction with 1.9M reactions from USPTO patents (1976-2016). Predict the product of the given reaction. (1) Given the reactants Br[C:2]1[CH:7]=[CH:6][CH:5]=[C:4]([C:8]([F:11])([F:10])[F:9])[N:3]=1.[NH:12]1[CH2:17][CH2:16][NH:15][CH2:14][CH:13]1[C:18]([O:20][CH2:21][CH3:22])=[O:19].C(N(CC)C(C)C)(C)C, predict the reaction product. The product is: [F:9][C:8]([F:11])([F:10])[C:4]1[N:3]=[C:2]([N:15]2[CH2:16][CH2:17][NH:12][CH:13]([C:18]([O:20][CH2:21][CH3:22])=[O:19])[CH2:14]2)[CH:7]=[CH:6][CH:5]=1. (2) The product is: [Br:1][C:2]1[CH:3]=[C:4]([C:23](=[N:25][OH:26])[NH2:24])[C:5]([C:15]2[CH:20]=[C:19]([Cl:21])[CH:18]=[CH:17][C:16]=2[CH3:22])=[C:6]([C:8]2[CH:13]=[CH:12][C:11]([OH:14])=[CH:10][CH:9]=2)[CH:7]=1. Given the reactants [Br:1][C:2]1[CH:3]=[C:4]([C:23]#[N:24])[C:5]([C:15]2[CH:20]=[C:19]([Cl:21])[CH:18]=[CH:17][C:16]=2[CH3:22])=[C:6]([C:8]2[CH:13]=[CH:12][C:11]([OH:14])=[CH:10][CH:9]=2)[CH:7]=1.[NH2:25][OH:26], predict the reaction product. (3) Given the reactants O[CH2:2][C:3]1[CH:8]=[CH:7][N:6]=[C:5]([NH:9][C:10]2[S:11][C:12]3[CH:18]=[C:17]([C:19]4[CH:24]=[CH:23][N:22]=[CH:21][CH:20]=4)[CH:16]=[CH:15][C:13]=3[N:14]=2)[CH:4]=1.O=P(Cl)(Cl)[Cl:27], predict the reaction product. The product is: [Cl:27][CH2:2][C:3]1[CH:8]=[CH:7][N:6]=[C:5]([NH:9][C:10]2[S:11][C:12]3[CH:18]=[C:17]([C:19]4[CH:24]=[CH:23][N:22]=[CH:21][CH:20]=4)[CH:16]=[CH:15][C:13]=3[N:14]=2)[CH:4]=1. (4) Given the reactants [F:1][C:2]1[CH:7]=[CH:6][C:5]([N:8]2[C:12](=[O:13])[C:11]([CH3:15])([CH3:14])[NH:10][C:9]2=[O:16])=[CH:4][C:3]=1[C:17]([F:20])([F:19])[F:18].Br[CH2:22][C:23]1[CH:40]=[CH:39][CH:38]=[CH:37][C:24]=1[C:25]([C:27]1[CH:36]=[CH:35][C:30]([C:31]([O:33][CH3:34])=[O:32])=[CH:29][CH:28]=1)=[O:26].C(=O)([O-])[O-].[Cs+].[Cs+], predict the reaction product. The product is: [F:1][C:2]1[CH:7]=[CH:6][C:5]([N:8]2[C:12](=[O:13])[C:11]([CH3:14])([CH3:15])[N:10]([CH2:22][C:23]3[CH:40]=[CH:39][CH:38]=[CH:37][C:24]=3[C:25]([C:27]3[CH:36]=[CH:35][C:30]([C:31]([O:33][CH3:34])=[O:32])=[CH:29][CH:28]=3)=[O:26])[C:9]2=[O:16])=[CH:4][C:3]=1[C:17]([F:18])([F:20])[F:19].